From a dataset of Catalyst prediction with 721,799 reactions and 888 catalyst types from USPTO. Predict which catalyst facilitates the given reaction. (1) Reactant: Cl[C:2]1[N:10]=[C:9]2[C:5]([N:6]=[CH:7][N:8]2[CH3:11])=[C:4]([NH:12][CH2:13][CH:14]([C:21]2[CH:26]=[CH:25][CH:24]=[CH:23][CH:22]=2)[C:15]2[CH:20]=[CH:19][CH:18]=[CH:17][CH:16]=2)[N:3]=1.[NH2:27][C@H:28]([CH2:31][CH3:32])[CH2:29][OH:30]. Product: [C:15]1([CH:14]([C:21]2[CH:26]=[CH:25][CH:24]=[CH:23][CH:22]=2)[CH2:13][NH:12][C:4]2[N:3]=[C:2]([NH:27][C@H:28]([CH2:31][CH3:32])[CH2:29][OH:30])[N:10]=[C:9]3[C:5]=2[N:6]=[CH:7][N:8]3[CH3:11])[CH:20]=[CH:19][CH:18]=[CH:17][CH:16]=1. The catalyst class is: 6. (2) Reactant: [Cl:1][C:2]1[CH:3]=[CH:4][C:5]([O:17][CH2:18][C:19]2[CH:24]=[CH:23][CH:22]=[CH:21][CH:20]=2)=[C:6]([CH2:8][N:9]2[CH:13]=[C:12]([N+:14]([O-])=O)[CH:11]=[N:10]2)[CH:7]=1. Product: [Cl:1][C:2]1[CH:3]=[CH:4][C:5]([O:17][CH2:18][C:19]2[CH:20]=[CH:21][CH:22]=[CH:23][CH:24]=2)=[C:6]([CH2:8][N:9]2[CH:13]=[C:12]([NH2:14])[CH:11]=[N:10]2)[CH:7]=1. The catalyst class is: 8. (3) Reactant: [O:1]1[CH2:6][CH2:5][N:4]([C:7]2[C:8]([NH2:26])=[N:9][C:10]3[C:15]([CH:16]=2)=[CH:14][C:13](B2OC(C)(C)C(C)(C)O2)=[CH:12][CH:11]=3)[CH2:3][CH2:2]1.Br[C:28]1[C:33]([CH3:34])=[CH:32][CH:31]=[CH:30][C:29]=1[C:35]([CH:37]1[CH2:41][CH2:40][CH2:39][O:38]1)=[O:36].[O-]P([O-])([O-])=O.[K+].[K+].[K+].C1(P(C2CCCCC2)C2C=CC=CC=2C2C(C(C)C)=CC(C(C)C)=CC=2C(C)C)CCCCC1. Product: [NH2:26][C:8]1[C:7]([N:4]2[CH2:3][CH2:2][O:1][CH2:6][CH2:5]2)=[CH:16][C:15]2[C:10](=[CH:11][CH:12]=[C:13]([C:28]3[C:33]([CH3:34])=[CH:32][CH:31]=[CH:30][C:29]=3[C:35]([CH:37]3[CH2:41][CH2:40][CH2:39][O:38]3)=[O:36])[CH:14]=2)[N:9]=1. The catalyst class is: 552. (4) Reactant: C(OC(=O)[NH:7][C@@H:8]([CH2:24][C:25]1[CH:30]=[CH:29][CH:28]=[CH:27][CH:26]=1)[C@H:9]([OH:23])[CH2:10][NH:11][CH2:12][C:13]1[CH:18]=[CH:17][CH:16]=[C:15]([C:19]([F:22])([F:21])[F:20])[CH:14]=1)(C)(C)C.Cl. Product: [NH2:7][C@@H:8]([CH2:24][C:25]1[CH:30]=[CH:29][CH:28]=[CH:27][CH:26]=1)[C@H:9]([OH:23])[CH2:10][NH:11][CH2:12][C:13]1[CH:18]=[CH:17][CH:16]=[C:15]([C:19]([F:20])([F:21])[F:22])[CH:14]=1. The catalyst class is: 269. (5) Reactant: [Cl:1][C:2]1[CH:7]=[CH:6][C:5]([C@H:8]([C:21]([N:23]2[CH2:28][CH2:27][N:26]([C:29]3[C:30]4[C@H:37]([CH3:38])[S:36][CH2:35][C:31]=4[N:32]=[CH:33][N:34]=3)[CH2:25][CH2:24]2)=[O:22])[CH2:9][N:10]([CH:18]([CH3:20])[CH3:19])C(=O)OC(C)(C)C)=[CH:4][CH:3]=1.[ClH:39]. Product: [ClH:1].[ClH:39].[Cl:1][C:2]1[CH:7]=[CH:6][C:5]([C@@H:8]([CH2:9][NH:10][CH:18]([CH3:20])[CH3:19])[C:21]([N:23]2[CH2:28][CH2:27][N:26]([C:29]3[C:30]4[C@H:37]([CH3:38])[S:36][CH2:35][C:31]=4[N:32]=[CH:33][N:34]=3)[CH2:25][CH2:24]2)=[O:22])=[CH:4][CH:3]=1. The catalyst class is: 2. (6) Reactant: [CH3:1][C:2]1[C:6]([C:7]2[CH:8]=[C:9]([C:34]([O:36]C)=[O:35])[C:10]3[NH:11][C:12]4[C:17]([C:18]=3[CH:19]=2)=[C:16]([C:20]([N:22]2[CH2:27][C@H:26]([CH3:28])[O:25][C@H:24]([CH3:29])[CH2:23]2)=[O:21])[CH:15]=[C:14]([C:30]([F:33])([F:32])[F:31])[CH:13]=4)=[C:5]([CH3:38])[O:4][N:3]=1.O.[OH-].[Li+]. Product: [CH3:1][C:2]1[C:6]([C:7]2[CH:8]=[C:9]([C:34]([OH:36])=[O:35])[C:10]3[NH:11][C:12]4[C:17]([C:18]=3[CH:19]=2)=[C:16]([C:20]([N:22]2[CH2:23][C@H:24]([CH3:29])[O:25][C@H:26]([CH3:28])[CH2:27]2)=[O:21])[CH:15]=[C:14]([C:30]([F:31])([F:33])[F:32])[CH:13]=4)=[C:5]([CH3:38])[O:4][N:3]=1. The catalyst class is: 20. (7) Reactant: [NH2:1][C:2]1[CH:3]=[C:4]([CH:8]=[CH:9][CH:10]=1)[C:5]([OH:7])=[O:6].[Na+].[N+]([C:15]1[CH:16]=C(S([O-])(=O)=O)C=[CH:19][CH:20]=1)([O-])=O.C(=O)/C=C/C. Product: [CH3:19][C:20]1[CH:15]=[CH:16][C:3]2[C:4]([C:5]([OH:7])=[O:6])=[CH:8][CH:9]=[CH:10][C:2]=2[N:1]=1. The catalyst class is: 33. (8) Reactant: [Cl:1][C:2]1[CH:3]=[C:4]([NH:16][C:17]2[C:26]3[C:21](=[CH:22][CH:23]=[CH:24][C:25]=3[O:27][CH2:28][CH2:29][NH:30][CH2:31][CH3:32])[N:20]=[CH:19][N:18]=2)[CH:5]=[CH:6][C:7]=1[O:8][CH2:9][C:10]1[CH:15]=[CH:14][CH:13]=[CH:12][N:11]=1.C(Cl)(=[O:35])C.CCN([CH:43]([CH3:45])C)C(C)C. Product: [Cl:1][C:2]1[CH:3]=[C:4]([NH:16][C:17]2[C:26]3[C:21](=[CH:22][CH:23]=[CH:24][C:25]=3[O:27][CH2:28][CH2:29][N:30]([CH2:43][CH3:45])[C:31](=[O:35])[CH3:32])[N:20]=[CH:19][N:18]=2)[CH:5]=[CH:6][C:7]=1[O:8][CH2:9][C:10]1[CH:15]=[CH:14][CH:13]=[CH:12][N:11]=1.[CH2:7]([O:8][CH2:9][CH3:10])[CH3:2]. The catalyst class is: 2. (9) Reactant: [CH3:1][C:2]1[CH2:6][CH2:5][C:4]([CH3:8])([CH3:7])[C:3]=1[CH:9]=[O:10].[BH4-].[Na+].CC(C)=O. Product: [CH3:1][C:2]1[CH2:6][CH2:5][C:4]([CH3:8])([CH3:7])[C:3]=1[CH2:9][OH:10]. The catalyst class is: 5.